Dataset: Peptide-MHC class II binding affinity with 134,281 pairs from IEDB. Task: Regression. Given a peptide amino acid sequence and an MHC pseudo amino acid sequence, predict their binding affinity value. This is MHC class II binding data. (1) The peptide sequence is CGKYLFNWAVRTKLKLT. The MHC is DRB1_0101 with pseudo-sequence DRB1_0101. The binding affinity (normalized) is 0. (2) The peptide sequence is AFKQAATAANAAPAN. The MHC is DRB1_1001 with pseudo-sequence DRB1_1001. The binding affinity (normalized) is 0.918. (3) The peptide sequence is MFKVAATAANAAPAN. The MHC is DRB1_1001 with pseudo-sequence DRB1_1001. The binding affinity (normalized) is 0.659. (4) The peptide sequence is EKLKKVLEVYEARLS. The MHC is DRB1_0701 with pseudo-sequence DRB1_0701. The binding affinity (normalized) is 0.317. (5) The peptide sequence is KELKGAYVYFASDAS. The MHC is HLA-DQA10101-DQB10501 with pseudo-sequence HLA-DQA10101-DQB10501. The binding affinity (normalized) is 0.358. (6) The peptide sequence is TVSLPVGADEDDIKA. The MHC is HLA-DPA10201-DPB10501 with pseudo-sequence HLA-DPA10201-DPB10501. The binding affinity (normalized) is 0. (7) The peptide sequence is HAYYLQYKNVRPDYL. The MHC is HLA-DQA10301-DQB10302 with pseudo-sequence HLA-DQA10301-DQB10302. The binding affinity (normalized) is 0.142.